This data is from Full USPTO retrosynthesis dataset with 1.9M reactions from patents (1976-2016). The task is: Predict the reactants needed to synthesize the given product. (1) Given the product [CH2:1]([O:3][C:4]1[CH:9]=[CH:8][C:7]([S:10]([N:30]2[CH2:31][CH2:32][N:27]([CH3:26])[CH2:28][CH2:29]2)(=[O:12])=[O:11])=[CH:6][C:5]=1[C:14]1[NH:19][C:18](=[O:20])[C:17]2=[C:21]([CH3:25])[N:22]=[C:23]([CH3:24])[N:16]2[N:15]=1)[CH3:2], predict the reactants needed to synthesize it. The reactants are: [CH2:1]([O:3][C:4]1[CH:9]=[CH:8][C:7]([S:10](Cl)(=[O:12])=[O:11])=[CH:6][C:5]=1[C:14]1[NH:19][C:18](=[O:20])[C:17]2=[C:21]([CH3:25])[N:22]=[C:23]([CH3:24])[N:16]2[N:15]=1)[CH3:2].[CH3:26][N:27]1[CH2:32][CH2:31][NH:30][CH2:29][CH2:28]1. (2) The reactants are: [CH:1]([C:4]1[CH:9]=[CH:8][C:7]([NH:10][C:11](=[O:22])[O:12][C:13]2[CH:14]=[C:15]3[C:19](=[CH:20][CH:21]=2)[NH:18][CH2:17][CH2:16]3)=[CH:6][CH:5]=1)([CH3:3])[CH3:2].FC(F)(F)S(O[C:29]1[CH:34]=[CH:33][CH:32]=[CH:31][C:30]=1[Si](C)(C)C)(=O)=O.[F-].[Cs+]. Given the product [CH:1]([C:4]1[CH:5]=[CH:6][C:7]([NH:10][C:11](=[O:22])[O:12][C:13]2[CH:14]=[C:15]3[C:19](=[CH:20][CH:21]=2)[N:18]([C:29]2[CH:34]=[CH:33][CH:32]=[CH:31][CH:30]=2)[CH2:17][CH2:16]3)=[CH:8][CH:9]=1)([CH3:3])[CH3:2], predict the reactants needed to synthesize it. (3) Given the product [CH2:16]([O:15][C@H:13]1[CH2:12][N:11]2[CH2:24][C@@H:19]([C:20]([O:22][CH3:23])=[O:21])[N:8]([C:33]([O:34][C:38]([CH3:44])([CH3:43])[CH3:39])=[O:36])[CH2:9][C@H:10]2[CH2:14]1)[CH3:17].[CH2:16]([O:15][C@H:13]1[CH2:12][N:11]2[CH2:24][C@H:19]([C:20]([O:22][CH3:23])=[O:21])[N:8]([C:33]([O:35][C:38]([CH3:44])([CH3:43])[CH3:39])=[O:36])[CH2:9][C@H:10]2[CH2:14]1)[CH3:17], predict the reactants needed to synthesize it. The reactants are: C([NH:8][CH2:9][C@H:10]1[CH2:14][C@@H:13]([O:15][CH2:16][CH3:17])[CH2:12][NH:11]1)C1C=CC=CC=1.Br[CH:19]([CH2:24]Br)[C:20]([O:22][CH3:23])=[O:21].C(N(CC)CC)C.[C:33](=[O:36])([O-:35])[OH:34].[Na+].[C:38]1([CH3:44])[CH:43]=CC=C[CH:39]=1.